From a dataset of Reaction yield outcomes from USPTO patents with 853,638 reactions. Predict the reaction yield, written as a fraction of the theoretical maximum amount of product (1.0 means a 100% yield; for example, 0.34 means a 34% yield). (1) The reactants are [CH2:1]([O:8][C:9]1[CH:14]=[CH:13][C:12]([C:15]2[NH:16][C:17]3[N:18]([N:28]=[C:29]([C:31]([NH2:33])=O)[CH:30]=3)[C:19](=[O:27])[C:20]=2[CH:21]2[CH2:26][CH2:25][CH2:24][CH2:23][CH2:22]2)=[CH:11][CH:10]=1)[C:2]1[CH:7]=[CH:6][CH:5]=[CH:4][CH:3]=1.C(N(CC)CC)C.FC(F)(F)C(OC(=O)C(F)(F)F)=O. The catalyst is ClCCl. The product is [CH2:1]([O:8][C:9]1[CH:10]=[CH:11][C:12]([C:15]2[NH:16][C:17]3[N:18]([N:28]=[C:29]([C:31]#[N:33])[CH:30]=3)[C:19](=[O:27])[C:20]=2[CH:21]2[CH2:22][CH2:23][CH2:24][CH2:25][CH2:26]2)=[CH:13][CH:14]=1)[C:2]1[CH:7]=[CH:6][CH:5]=[CH:4][CH:3]=1. The yield is 0.140. (2) The reactants are [CH:1]1([CH:6]([OH:17])[C:7]([O:9][CH2:10][C:11]2[CH:16]=[CH:15][CH:14]=[CH:13][CH:12]=2)=[O:8])[CH2:5][CH2:4][CH2:3][CH2:2]1.CC(OI1(OC(C)=O)(OC(C)=O)OC(=O)C2C=CC=CC1=2)=O. The catalyst is ClCCl.S([O-])([O-])(=O)=S.[Na+].[Na+]. The product is [O:17]=[C:6]([CH:1]1[CH2:5][CH2:4][CH2:3][CH2:2]1)[C:7]([O:9][CH2:10][C:11]1[CH:12]=[CH:13][CH:14]=[CH:15][CH:16]=1)=[O:8]. The yield is 0.790. (3) The reactants are [H-].[Na+].[CH3:3][C:4]([CH3:13])([CH3:12])[CH2:5][O:6][C:7]1[CH:11]=[CH:10][NH:9][N:8]=1.[Cl:14][C:15]1[C:20]([C:21]([O:23][C:24]([CH3:27])([CH3:26])[CH3:25])=[O:22])=[CH:19][CH:18]=[C:17](Cl)[N:16]=1. The catalyst is CN(C=O)C.CCOC(C)=O.O.[Cl-].[Na+].O. The product is [Cl:14][C:15]1[C:20]([C:21]([O:23][C:24]([CH3:27])([CH3:26])[CH3:25])=[O:22])=[CH:19][CH:18]=[C:17]([N:9]2[CH:10]=[CH:11][C:7]([O:6][CH2:5][C:4]([CH3:13])([CH3:12])[CH3:3])=[N:8]2)[N:16]=1. The yield is 0.640. (4) The reactants are OC(C(F)(F)F)=O.[C:8]([O:12][CH2:13][CH2:14][O:15][CH2:16][CH2:17][NH2:18])(=[O:11])[CH:9]=[CH2:10].C(Cl)CCl. The catalyst is C(Cl)Cl. The product is [C:8]([O:12][CH2:13][CH2:14][O:15][CH2:16][CH2:17][NH2:18])(=[O:11])[CH:9]=[CH2:10]. The yield is 0.600. (5) The reactants are [C:1]([C:4]1[CH:8]=[CH:7][S:6][CH:5]=1)(=O)[CH3:2].[NH2:9][NH:10][C:11]([NH2:13])=[S:12].C(O)(=O)C. The catalyst is CO. The product is [C:1](=[N:9][NH:10][C:11]([NH2:13])=[S:12])([C:4]1[CH:8]=[CH:7][S:6][CH:5]=1)[CH3:2]. The yield is 1.00.